From a dataset of Forward reaction prediction with 1.9M reactions from USPTO patents (1976-2016). Predict the product of the given reaction. (1) Given the reactants [S:1]1[CH:5]=[CH:4][CH:3]=[C:2]1[C:6]1[CH:7]=[C:8]([CH:12]=[CH:13][CH:14]=1)[C:9]([OH:11])=O.C(Cl)(=O)C(Cl)=O.CN(C)C=O.[CH3:26][N:27]1[C:31]([C:32]2[CH:33]=[C:34]([CH:36]=[CH:37][CH:38]=2)[NH2:35])=[CH:30][N:29]=[C:28]1[CH3:39], predict the reaction product. The product is: [CH3:39][C:28]1[N:27]([CH3:26])[C:31]([C:32]2[CH:33]=[C:34]([NH:35][C:9](=[O:11])[C:8]3[CH:12]=[CH:13][CH:14]=[C:6]([C:2]4[S:1][CH:5]=[CH:4][CH:3]=4)[CH:7]=3)[CH:36]=[CH:37][CH:38]=2)=[CH:30][N:29]=1. (2) Given the reactants [CH3:1][O:2][CH2:3][CH2:4][N:5]([CH2:23][C:24]1[CH:40]=[CH:39][C:27]([O:28][C:29]([CH3:38])([CH3:37])[C:30]([O:32]C(C)(C)C)=[O:31])=[CH:26][CH:25]=1)[CH2:6][C:7]([NH:9][C:10]1[CH:15]=[CH:14][C:13]([CH:16]([CH3:18])[CH3:17])=[CH:12][C:11]=1[C:19]([F:22])([F:21])[F:20])=[O:8].[ClH:41].C(OCC)C, predict the reaction product. The product is: [ClH:41].[CH3:1][O:2][CH2:3][CH2:4][N:5]([CH2:23][C:24]1[CH:25]=[CH:26][C:27]([O:28][C:29]([CH3:38])([CH3:37])[C:30]([OH:32])=[O:31])=[CH:39][CH:40]=1)[CH2:6][C:7]([NH:9][C:10]1[CH:15]=[CH:14][C:13]([CH:16]([CH3:18])[CH3:17])=[CH:12][C:11]=1[C:19]([F:22])([F:21])[F:20])=[O:8]. (3) The product is: [Cl:1][C:2]1[C:3]2[N:4]([CH:12]=[C:13]([C:15]3[O:17][N:46]=[C:43]([C:42]4[CH:47]=[CH:48][C:49]([N+:51]([O-:53])=[O:52])=[CH:50][C:41]=4[Cl:40])[N:44]=3)[N:14]=2)[CH:5]=[C:6]([C:8]([F:9])([F:10])[F:11])[CH:7]=1. Given the reactants [Cl:1][C:2]1[C:3]2[N:4]([CH:12]=[C:13]([C:15]([OH:17])=O)[N:14]=2)[CH:5]=[C:6]([C:8]([F:11])([F:10])[F:9])[CH:7]=1.CCN=C=NCCCN(C)C.Cl.C1C=CC2N(O)N=NC=2C=1.[Cl:40][C:41]1[CH:50]=[C:49]([N+:51]([O-:53])=[O:52])[CH:48]=[CH:47][C:42]=1[C:43]([NH2:46])=[N:44]O, predict the reaction product. (4) Given the reactants [OH:1][C:2]1[CH:14]=[C:13]2[C:5]([C:6]3[CH:7]=[CH:8][C:9]([NH:15][C:16](=[O:22])[O:17][C:18]([CH3:21])([CH3:20])[CH3:19])=[CH:10][C:11]=3[NH:12]2)=[CH:4][CH:3]=1.C(=O)([O-])[O-].[K+].[K+].F[C:30]1[CH:35]=[CH:34][C:33]([N+:36]([O-:38])=[O:37])=[CH:32][CH:31]=1, predict the reaction product. The product is: [N+:36]([C:33]1[CH:34]=[CH:35][C:30]([O:1][C:2]2[CH:14]=[C:13]3[C:5]([C:6]4[CH:7]=[CH:8][C:9]([NH:15][C:16](=[O:22])[O:17][C:18]([CH3:19])([CH3:21])[CH3:20])=[CH:10][C:11]=4[NH:12]3)=[CH:4][CH:3]=2)=[CH:31][CH:32]=1)([O-:38])=[O:37]. (5) Given the reactants [C:1]([O:5][C:6]([N:8]1[C:16]2[C:11](=[CH:12][CH:13]=[CH:14][CH:15]=2)[C:10]([CH:17]([OH:24])[C:18]2[CH:23]=[CH:22][CH:21]=[CH:20][CH:19]=2)=[CH:9]1)=[O:7])([CH3:4])([CH3:3])[CH3:2].CC1C=CN=C(N)C=1C.[C:34](O[C:34](=[O:37])[CH2:35][CH3:36])(=[O:37])[CH2:35][CH3:36], predict the reaction product. The product is: [C:1]([O:5][C:6]([N:8]1[C:16]2[C:11](=[CH:12][CH:13]=[CH:14][CH:15]=2)[C:10]([CH:17]([C:18]2[CH:19]=[CH:20][CH:21]=[CH:22][CH:23]=2)[O:24][C:34](=[O:37])[CH2:35][CH3:36])=[CH:9]1)=[O:7])([CH3:4])([CH3:2])[CH3:3]. (6) Given the reactants C([O:4][C@H:5]1[C:10](=[O:11])[C:9]2[CH:12]=[CH:13][C:14]3[N:15]([CH3:20])[C:16]([CH3:19])=[N:17][C:18]=3[C:8]=2[O:7][C@@H:6]1[C:21]1[CH:26]=[CH:25][CH:24]=[CH:23][CH:22]=1)(=O)C.B.[Na], predict the reaction product. The product is: [OH:11][C@@H:10]1[C:9]2[CH:12]=[CH:13][C:14]3[N:15]([CH3:20])[C:16]([CH3:19])=[N:17][C:18]=3[C:8]=2[O:7][C@H:6]([C:21]2[CH:22]=[CH:23][CH:24]=[CH:25][CH:26]=2)[C@H:5]1[OH:4]. (7) Given the reactants C([O-])([O-])=O.[Cs+].[Cs+].[CH3:7]I.[Br:9][C:10]1[CH:11]=[N:12][N:13](C)[C:14]=1[C:15]1[CH:20]=[CH:19][C:18]([Cl:21])=[CH:17][CH:16]=1, predict the reaction product. The product is: [Br:9][C:10]1[C:14]([C:15]2[CH:20]=[CH:19][C:18]([Cl:21])=[CH:17][CH:16]=2)=[N:13][N:12]([CH3:7])[CH:11]=1. (8) Given the reactants [F:1][C:2]([F:14])([F:13])[C:3]1[CH:4]=[C:5]([NH:9][C:10]([NH2:12])=[S:11])[CH:6]=[CH:7][CH:8]=1.[C:15]([C:17]1[CH:24]=[CH:23][C:20]([CH:21]=O)=[CH:19][CH:18]=1)#[N:16].[C:25]([O:31][CH3:32])(=[O:30])[CH2:26][C:27]([CH3:29])=O, predict the reaction product. The product is: [C:15]([C:17]1[CH:24]=[CH:23][C:20]([CH:21]2[C:26]([C:25]([O:31][CH3:32])=[O:30])=[C:27]([CH3:29])[N:9]([C:5]3[CH:6]=[CH:7][CH:8]=[C:3]([C:2]([F:1])([F:13])[F:14])[CH:4]=3)[C:10](=[S:11])[NH:12]2)=[CH:19][CH:18]=1)#[N:16].